This data is from Catalyst prediction with 721,799 reactions and 888 catalyst types from USPTO. The task is: Predict which catalyst facilitates the given reaction. (1) Reactant: C(N(CC)CC)C.[CH3:8][C:9]1[CH:17]=[C:16]([CH3:18])[CH:15]=[C:14]([CH3:19])[C:10]=1[C:11](Cl)=[O:12].[CH2:20]([O:27][C:28]1[C:29]([CH3:37])=[C:30]([CH3:36])[C:31]([NH2:35])=[N:32][C:33]=1[CH3:34])[C:21]1[CH:26]=[CH:25][CH:24]=[CH:23][CH:22]=1. Product: [CH2:20]([O:27][C:28]1[C:29]([CH3:37])=[C:30]([CH3:36])[C:31]([NH:35][C:11](=[O:12])[C:10]2[C:9]([CH3:8])=[CH:17][C:16]([CH3:18])=[CH:15][C:14]=2[CH3:19])=[N:32][C:33]=1[CH3:34])[C:21]1[CH:22]=[CH:23][CH:24]=[CH:25][CH:26]=1. The catalyst class is: 2. (2) Reactant: [NH3:1].[O:2]1[CH:6]=[CH:5][CH:4]=[C:3]1[C:7]1[C:8]2[S:20][CH:19]=[CH:18][C:9]=2[N:10]=[C:11]([C:13](OCC)=[O:14])[N:12]=1. Product: [O:2]1[CH:6]=[CH:5][CH:4]=[C:3]1[C:7]1[C:8]2[S:20][CH:19]=[CH:18][C:9]=2[N:10]=[C:11]([C:13]([NH2:1])=[O:14])[N:12]=1. The catalyst class is: 8.